From a dataset of Forward reaction prediction with 1.9M reactions from USPTO patents (1976-2016). Predict the product of the given reaction. (1) Given the reactants Br[C:2]1[C:10]2[N:9]3[CH2:11][CH2:12][NH:13][C:14](=[O:15])[C:8]3=[CH:7][C:6]=2[CH:5]=[C:4]([C:16]#[N:17])[CH:3]=1.[F:18][C:19]1[CH:20]=[C:21](B(O)O)[CH:22]=[CH:23][CH:24]=1, predict the reaction product. The product is: [F:18][C:19]1[CH:24]=[C:23]([C:2]2[C:10]3[N:9]4[CH2:11][CH2:12][NH:13][C:14](=[O:15])[C:8]4=[CH:7][C:6]=3[CH:5]=[C:4]([C:16]#[N:17])[CH:3]=2)[CH:22]=[CH:21][CH:20]=1. (2) The product is: [CH3:42][Sn:43]([CH3:45])([CH3:44])[C:17]1[S:16][C:15]([C:19]2[S:20][C:21]([Sn:43]([CH3:45])([CH3:44])[CH3:42])=[CH:22][C:23]=2[O:24][CH2:25][CH2:26][CH2:27][CH2:28][CH2:29][CH2:30][CH2:31][CH2:32][CH2:33][CH2:34][CH2:35][CH3:36])=[C:14]([O:13][CH2:1][CH2:2][CH2:3][CH2:4][CH2:5][CH2:6][CH2:7][CH2:8][CH2:9][CH2:10][CH2:11][CH3:12])[CH:18]=1. Given the reactants [CH2:1]([O:13][C:14]1[CH:18]=[CH:17][S:16][C:15]=1[C:19]1[S:20][CH:21]=[CH:22][C:23]=1[O:24][CH2:25][CH2:26][CH2:27][CH2:28][CH2:29][CH2:30][CH2:31][CH2:32][CH2:33][CH2:34][CH2:35][CH3:36])[CH2:2][CH2:3][CH2:4][CH2:5][CH2:6][CH2:7][CH2:8][CH2:9][CH2:10][CH2:11][CH3:12].[Li]CCCC.[CH3:42][Sn:43](Cl)([CH3:45])[CH3:44], predict the reaction product. (3) Given the reactants [F:1][CH:2]([F:8])[C:3](=O)[CH2:4][C:5]#[N:6].O.[NH2:10][NH2:11], predict the reaction product. The product is: [F:1][CH:2]([F:8])[C:3]1[NH:11][N:10]=[C:5]([NH2:6])[CH:4]=1. (4) Given the reactants CC(C[AlH]CC(C)C)C.[F:10][C:11]1[C:16]([O:17][CH3:18])=[C:15]([O:19][CH3:20])[CH:14]=[CH:13][C:12]=1[C:21]1([C:24]#N)[CH2:23][CH2:22]1.Cl.C1C[O:30]CC1, predict the reaction product. The product is: [F:10][C:11]1[C:16]([O:17][CH3:18])=[C:15]([O:19][CH3:20])[CH:14]=[CH:13][C:12]=1[C:21]1([CH:24]=[O:30])[CH2:23][CH2:22]1. (5) Given the reactants [Si:1]([O:18][CH2:19][C@@H:20]1[C@@H:27]2[C@@H:23]([O:24][C:25]([CH3:29])([CH3:28])[O:26]2)[CH:22]([CH2:30][C:31]#[N:32])[O:21]1)([C:14]([CH3:17])([CH3:16])[CH3:15])([C:8]1[CH:13]=[CH:12][CH:11]=[CH:10][CH:9]=1)[C:2]1[CH:7]=[CH:6][CH:5]=[CH:4][CH:3]=1.C(O[CH:38](N(C)C)[N:39]([CH3:41])[CH3:40])(C)(C)C, predict the reaction product. The product is: [Si:1]([O:18][CH2:19][C@@H:20]1[C@H:27]2[O:26][C:25]([CH3:29])([CH3:28])[O:24][C@H:23]2[CH:22]([C:30](=[CH:38][N:39]([CH3:41])[CH3:40])[C:31]#[N:32])[O:21]1)([C:14]([CH3:17])([CH3:16])[CH3:15])([C:2]1[CH:7]=[CH:6][CH:5]=[CH:4][CH:3]=1)[C:8]1[CH:9]=[CH:10][CH:11]=[CH:12][CH:13]=1.